The task is: Predict the product of the given reaction.. This data is from Forward reaction prediction with 1.9M reactions from USPTO patents (1976-2016). (1) Given the reactants [F:1][C:2]1([CH2:18]OS(C)(=O)=O)[CH2:7][CH2:6][N:5]([C:8]([O:10][CH2:11][C:12]2[CH:17]=[CH:16][CH:15]=[CH:14][CH:13]=2)=[O:9])[CH2:4][CH2:3]1.[N-:24]=[N+:25]=[N-:26].[Na+], predict the reaction product. The product is: [N:24]([CH2:18][C:2]1([F:1])[CH2:7][CH2:6][N:5]([C:8]([O:10][CH2:11][C:12]2[CH:17]=[CH:16][CH:15]=[CH:14][CH:13]=2)=[O:9])[CH2:4][CH2:3]1)=[N+:25]=[N-:26]. (2) Given the reactants [CH:1]([O:4][C:5]([N:7]1[C@H:11]([CH2:12][CH3:13])[CH2:10][C@H:9]([NH:14][CH2:15]C2C=CC=CC=2)[C@@H:8]1[CH2:22][C:23]1[CH:28]=[CH:27][CH:26]=[CH:25][CH:24]=1)=[O:6])([CH3:3])[CH3:2].[Br:29][C:30]1[CH:31]=[N:32]C(Cl)=[N:34][CH:35]=1.CCN(C(C)C)C(C)C, predict the reaction product. The product is: [CH:1]([O:4][C:5]([N:7]1[C@H:11]([CH2:12][CH3:13])[CH2:10][C@H:9]([NH:14][C:15]2[N:32]=[CH:31][C:30]([Br:29])=[CH:35][N:34]=2)[C@@H:8]1[CH2:22][C:23]1[CH:28]=[CH:27][CH:26]=[CH:25][CH:24]=1)=[O:6])([CH3:3])[CH3:2]. (3) Given the reactants [OH:1][C:2]1[CH:7]=[CH:6][C:5]([CH2:8][C:9]([OH:11])=O)=[CH:4][CH:3]=1.CN(C(ON1N=NC2C=CC=NC1=2)=[N+](C)C)C.F[P-](F)(F)(F)(F)F.[Cl:36][C:37]1[CH:42]=[CH:41][C:40]([CH:43]([NH2:48])[CH2:44][CH:45]([CH3:47])[CH3:46])=[C:39]([CH3:49])[CH:38]=1.CN1CCOCC1, predict the reaction product. The product is: [Cl:36][C:37]1[CH:42]=[CH:41][C:40]([CH:43]([NH:48][C:9](=[O:11])[CH2:8][C:5]2[CH:4]=[CH:3][C:2]([OH:1])=[CH:7][CH:6]=2)[CH2:44][CH:45]([CH3:47])[CH3:46])=[C:39]([CH3:49])[CH:38]=1. (4) Given the reactants [Br:1][C:2]1[C:7]([O:8][CH3:9])=[CH:6][C:5]([CH:10]2O[CH:13]=[N:12][CH:11]2S(C2C=CC(C)=CC=2)(=O)=O)=[CH:4][C:3]=1[O:25][CH3:26].[CH3:27][NH2:28].C1COCC1, predict the reaction product. The product is: [Br:1][C:2]1[C:3]([O:25][CH3:26])=[CH:4][C:5]([C:10]2[N:28]=[CH:27][N:12]([CH3:13])[CH:11]=2)=[CH:6][C:7]=1[O:8][CH3:9].